From a dataset of Reaction yield outcomes from USPTO patents with 853,638 reactions. Predict the reaction yield, written as a fraction of the theoretical maximum amount of product (1.0 means a 100% yield; for example, 0.34 means a 34% yield). (1) The reactants are C(Cl)CCl.[NH2:5][C:6]1[N:11]=[CH:10][C:9](/[CH:12]=[CH:13]/[C:14]([OH:16])=O)=[CH:8][CH:7]=1.[CH3:17][NH:18][CH2:19][C:20]1[NH:21][C:22]2[C:27]([C:28]=1[C:29]#[N:30])=[CH:26][CH:25]=[CH:24][CH:23]=2.C1C=CC2N(O)N=NC=2C=1.CCN(C(C)C)C(C)C. The catalyst is CN(C=O)C.O. The product is [NH2:5][C:6]1[N:11]=[CH:10][C:9]([CH:12]=[CH:13][C:14]([N:18]([CH2:19][C:20]2[NH:21][C:22]3[C:27]([C:28]=2[C:29]#[N:30])=[CH:26][CH:25]=[CH:24][CH:23]=3)[CH3:17])=[O:16])=[CH:8][CH:7]=1. The yield is 0.840. (2) The reactants are O1CCCC1.[N:6]1[CH:11]=[CH:10][CH:9]=[CH:8][C:7]=1[CH2:12][CH2:13][C:14]1[CH:23]=[CH:22][C:17]([C:18](OC)=[O:19])=[CH:16][CH:15]=1.[H-].C([NH2+]CC(C)C)C(C)C.C(C(C(C([O-])=O)O)O)([O-])=O.[Na+].[K+]. The catalyst is C(OCC)(=O)C. The product is [N:6]1[CH:11]=[CH:10][CH:9]=[CH:8][C:7]=1[CH2:12][CH2:13][C:14]1[CH:15]=[CH:16][C:17]([CH2:18][OH:19])=[CH:22][CH:23]=1. The yield is 0.960. (3) The reactants are [C:1]([N:5]1[C:9](=[O:10])[C:8](Cl)=[C:7]([C:12]2[CH:17]=[CH:16][CH:15]=[CH:14][CH:13]=2)[S:6]1(=[O:19])=[O:18])([CH3:4])([CH3:3])[CH3:2].Cl.Cl.[CH3:22][O:23][C:24]1[N:29]=[N:28][C:27]([N:30]2[CH2:35][CH2:34][CH:33]([NH2:36])[CH2:32][CH2:31]2)=[CH:26][CH:25]=1. The catalyst is CN(C=O)C.O. The product is [C:1]([N:5]1[C:9](=[O:10])[C:8]([NH:36][CH:33]2[CH2:34][CH2:35][N:30]([C:27]3[N:28]=[N:29][C:24]([O:23][CH3:22])=[CH:25][CH:26]=3)[CH2:31][CH2:32]2)=[C:7]([C:12]2[CH:17]=[CH:16][CH:15]=[CH:14][CH:13]=2)[S:6]1(=[O:19])=[O:18])([CH3:4])([CH3:3])[CH3:2]. The yield is 0.490. (4) The reactants are [Cl:1][C:2]1[CH:13]=[C:12]([F:14])[CH:11]=[CH:10][C:3]=1[CH2:4][CH:5]([C:8]#[N:9])[C:6]#[N:7].[H-].[Na+].Br[CH2:18][CH2:19][C:20]([F:23])([F:22])[F:21]. The catalyst is CN(C)C=O. The product is [Cl:1][C:2]1[CH:13]=[C:12]([F:14])[CH:11]=[CH:10][C:3]=1[CH2:4][C:5]([CH2:18][CH2:19][C:20]([F:23])([F:22])[F:21])([C:6]#[N:7])[C:8]#[N:9]. The yield is 0.340.